Task: Predict the product of the given reaction.. Dataset: Forward reaction prediction with 1.9M reactions from USPTO patents (1976-2016) (1) Given the reactants Cl[C:2]1[CH:7]=[CH:6][C:5]([S:8]([CH2:11][CH3:12])(=[O:10])=[O:9])=[CH:4][C:3]=1[N+:13]([O-:15])=[O:14].Cl.[F:17][C:18]([F:24])([F:23])[O:19][CH2:20][CH2:21][NH2:22], predict the reaction product. The product is: [CH2:11]([S:8]([C:5]1[CH:6]=[CH:7][C:2]([NH:22][CH2:21][CH2:20][O:19][C:18]([F:24])([F:23])[F:17])=[C:3]([N+:13]([O-:15])=[O:14])[CH:4]=1)(=[O:10])=[O:9])[CH3:12]. (2) Given the reactants [C:1]([O:5][CH2:6][CH2:7][N:8]1[CH2:13][CH2:12][CH:11]([O:14][C:15]2[CH:24]=[C:23](F)[CH:22]=[C:21]3[C:16]=2[C:17](=[O:26])[NH:18][CH:19]=[N:20]3)[CH2:10][CH2:9]1)([CH3:4])([CH3:3])[CH3:2].[CH3:27][OH:28], predict the reaction product. The product is: [C:1]([O:5][CH2:6][CH2:7][N:8]1[CH2:13][CH2:12][CH:11]([O:14][C:15]2[CH:24]=[C:23]([O:28][CH3:27])[CH:22]=[C:21]3[C:16]=2[C:17](=[O:26])[NH:18][CH:19]=[N:20]3)[CH2:10][CH2:9]1)([CH3:4])([CH3:3])[CH3:2]. (3) Given the reactants S([O-])([O-])(=O)=O.[Ca+2:6].C(=O)([O-])[O-].[Ca+2].[N+:12]([O-:15])([OH:14])=[O:13], predict the reaction product. The product is: [N+:12]([O-:15])([O-:14])=[O:13].[Ca+2:6].[N+:12]([O-:15])([O-:14])=[O:13]. (4) Given the reactants COC1C=CC(C[N:8]2[CH:16]=[N:15][C:14]3[C:9]2=[N:10][CH:11]=[N:12][C:13]=3[C:17]2[C:18]([O:23][C:24]3[C:33]([CH3:34])=[CH:32][CH:31]=[C:30]4[C:25]=3[CH:26]=[CH:27][N:28]=[C:29]4[NH:35][C:36]3[CH:41]=[CH:40][C:39]([Cl:42])=[CH:38][CH:37]=3)=[N:19][CH:20]=[CH:21][CH:22]=2)=CC=1, predict the reaction product. The product is: [N:12]1[C:13]([C:17]2[C:18]([O:23][C:24]3[C:33]([CH3:34])=[CH:32][CH:31]=[C:30]4[C:25]=3[CH:26]=[CH:27][N:28]=[C:29]4[NH:35][C:36]3[CH:41]=[CH:40][C:39]([Cl:42])=[CH:38][CH:37]=3)=[N:19][CH:20]=[CH:21][CH:22]=2)=[C:14]2[C:9]([NH:8][CH:16]=[N:15]2)=[N:10][CH:11]=1.